The task is: Predict which catalyst facilitates the given reaction.. This data is from Catalyst prediction with 721,799 reactions and 888 catalyst types from USPTO. (1) Reactant: [CH3:1][CH:2]([CH3:26])[CH2:3][C:4]([C:6]1[C:7]([C:22](OC)=[O:23])=[CH:8][N:9]([CH2:11][C:12]2[C:21]3[C:16](=[CH:17][CH:18]=[CH:19][CH:20]=3)[CH:15]=[CH:14][CH:13]=2)[CH:10]=1)=O.[CH3:27][NH:28][NH2:29].Cl. Product: [CH3:27][N:28]1[C:22](=[O:23])[C:7]2=[CH:8][N:9]([CH2:11][C:12]3[C:21]4[C:16](=[CH:17][CH:18]=[CH:19][CH:20]=4)[CH:15]=[CH:14][CH:13]=3)[CH:10]=[C:6]2[C:4]([CH2:3][CH:2]([CH3:26])[CH3:1])=[N:29]1. The catalyst class is: 8. (2) Reactant: CCN(C(C)C)C(C)C.[CH3:10][O:11][C:12]([NH:14][CH2:15][CH2:16][O:17][CH:18]([C:28]1[CH:29]=[C:30]([CH3:34])[CH:31]=[CH:32][CH:33]=1)[C:19]1[CH:20]=[C:21]([CH:25]=[CH:26][CH:27]=1)[C:22]([O-])=[O:23])=[O:13].[Li+].C1C=CC2N(O)N=NC=2C=1.CCN=C=NCCCN(C)C.[NH2:57][CH2:58][C@@H:59]([N:67]([CH3:75])[C:68](=[O:74])[O:69][C:70]([CH3:73])([CH3:72])[CH3:71])[CH2:60][C@H:61]1[CH2:66][CH2:65][CH2:64][O:63][CH2:62]1. Product: [C:70]([O:69][C:68](=[O:74])[N:67]([CH:59]([CH2:60][CH:61]1[CH2:66][CH2:65][CH2:64][O:63][CH2:62]1)[CH2:58][NH:57][C:22](=[O:23])[C:21]1[CH:25]=[CH:26][CH:27]=[C:19]([CH:18]([O:17][CH2:16][CH2:15][NH:14][C:12]([O:11][CH3:10])=[O:13])[C:28]2[CH:29]=[C:30]([CH3:34])[CH:31]=[CH:32][CH:33]=2)[CH:20]=1)[CH3:75])([CH3:72])([CH3:71])[CH3:73]. The catalyst class is: 3.